From a dataset of Reaction yield outcomes from USPTO patents with 853,638 reactions. Predict the reaction yield, written as a fraction of the theoretical maximum amount of product (1.0 means a 100% yield; for example, 0.34 means a 34% yield). The reactants are [F:1][C:2]1([F:20])[O:6][C:5]2[CH:7]=[C:8]([CH3:19])[C:9]([C:11]3[CH:17]=[CH:16][C:14]([NH2:15])=[CH:13][C:12]=3[F:18])=[CH:10][C:4]=2[O:3]1.[F:21][C:22]1[CH:30]=[CH:29][CH:28]=[C:27]([F:31])[C:23]=1[C:24](Cl)=[O:25].CCN(C(C)C)C(C)C.C([O-])(O)=O.[Na+].C(Cl)Cl. The product is [F:20][C:2]1([F:1])[O:6][C:5]2[CH:7]=[C:8]([CH3:19])[C:9]([C:11]3[CH:17]=[CH:16][C:14]([NH:15][C:24]([C:23]4[C:22]([F:21])=[CH:30][CH:29]=[CH:28][C:27]=4[F:31])=[O:25])=[CH:13][C:12]=3[F:18])=[CH:10][C:4]=2[O:3]1. The catalyst is C(Cl)Cl. The yield is 0.528.